This data is from Catalyst prediction with 721,799 reactions and 888 catalyst types from USPTO. The task is: Predict which catalyst facilitates the given reaction. (1) Reactant: [F:1][C:2]1[C:7]([O:8][C:9]([F:12])([F:11])[F:10])=[CH:6][CH:5]=[CH:4][C:3]=1[NH:13][C:14]([C@@H:16]1[CH2:21][C@@H:20]2[C@@H:18]([CH2:19]2)[N:17]1[C:22](=[O:44])[CH2:23][N:24]1[C:32]2[C:27](=[CH:28][C:29]([O:33]CC3C=CC=CC=3)=[CH:30][CH:31]=2)[C:26]([C:41](=[O:43])[CH3:42])=[N:25]1)=[O:15]. Product: [F:1][C:2]1[C:7]([O:8][C:9]([F:12])([F:11])[F:10])=[CH:6][CH:5]=[CH:4][C:3]=1[NH:13][C:14]([C@@H:16]1[CH2:21][C@@H:20]2[C@@H:18]([CH2:19]2)[N:17]1[C:22](=[O:44])[CH2:23][N:24]1[C:32]2[C:27](=[CH:28][C:29]([OH:33])=[CH:30][CH:31]=2)[C:26]([C:41](=[O:43])[CH3:42])=[N:25]1)=[O:15]. The catalyst class is: 19. (2) Reactant: [CH2:1]([NH:8][CH2:9][C:10]1[C:15]2[N:16]=[CH:17][N:18](CC3C=CC(OC)=CC=3OC)[C:19](=[O:20])[C:14]=2[CH:13]=[CH:12][N:11]=1)[C:2]1[CH:7]=[CH:6][CH:5]=[CH:4][CH:3]=1. Product: [CH2:1]([NH:8][CH2:9][C:10]1[C:15]2[N:16]=[CH:17][NH:18][C:19](=[O:20])[C:14]=2[CH:13]=[CH:12][N:11]=1)[C:2]1[CH:7]=[CH:6][CH:5]=[CH:4][CH:3]=1. The catalyst class is: 67. (3) Reactant: [C:1](/[CH:4]=[C:5](/[CH:7]1[CH2:12][CH2:11][N:10]([C:13]([O:15][C:16]([CH3:19])([CH3:18])[CH3:17])=[O:14])[CH2:9][CH2:8]1)\[CH3:6])([OH:3])=[O:2]. Product: [C:1]([CH2:4][C@H:5]([CH:7]1[CH2:8][CH2:9][N:10]([C:13]([O:15][C:16]([CH3:17])([CH3:19])[CH3:18])=[O:14])[CH2:11][CH2:12]1)[CH3:6])([OH:3])=[O:2]. The catalyst class is: 5.